Dataset: NCI-60 drug combinations with 297,098 pairs across 59 cell lines. Task: Regression. Given two drug SMILES strings and cell line genomic features, predict the synergy score measuring deviation from expected non-interaction effect. (1) Drug 1: CC(C1=C(C=CC(=C1Cl)F)Cl)OC2=C(N=CC(=C2)C3=CN(N=C3)C4CCNCC4)N. Drug 2: C1CCC(C(C1)N)N.C(=O)(C(=O)[O-])[O-].[Pt+4]. Cell line: PC-3. Synergy scores: CSS=10.5, Synergy_ZIP=-5.13, Synergy_Bliss=-3.30, Synergy_Loewe=-1.94, Synergy_HSA=-1.84. (2) Drug 1: CC1=C(N=C(N=C1N)C(CC(=O)N)NCC(C(=O)N)N)C(=O)NC(C(C2=CN=CN2)OC3C(C(C(C(O3)CO)O)O)OC4C(C(C(C(O4)CO)O)OC(=O)N)O)C(=O)NC(C)C(C(C)C(=O)NC(C(C)O)C(=O)NCCC5=NC(=CS5)C6=NC(=CS6)C(=O)NCCC[S+](C)C)O. Drug 2: C1C(C(OC1N2C=NC(=NC2=O)N)CO)O. Cell line: NCI-H226. Synergy scores: CSS=15.1, Synergy_ZIP=-6.06, Synergy_Bliss=-1.30, Synergy_Loewe=-3.04, Synergy_HSA=0.900. (3) Drug 1: CS(=O)(=O)C1=CC(=C(C=C1)C(=O)NC2=CC(=C(C=C2)Cl)C3=CC=CC=N3)Cl. Drug 2: CC(C1=C(C=CC(=C1Cl)F)Cl)OC2=C(N=CC(=C2)C3=CN(N=C3)C4CCNCC4)N. Cell line: HCT-15. Synergy scores: CSS=4.41, Synergy_ZIP=-2.41, Synergy_Bliss=-2.63, Synergy_Loewe=-3.72, Synergy_HSA=-3.29. (4) Drug 1: CCC1(CC2CC(C3=C(CCN(C2)C1)C4=CC=CC=C4N3)(C5=C(C=C6C(=C5)C78CCN9C7C(C=CC9)(C(C(C8N6C=O)(C(=O)OC)O)OC(=O)C)CC)OC)C(=O)OC)O.OS(=O)(=O)O. Drug 2: CC1=C2C(C(=O)C3(C(CC4C(C3C(C(C2(C)C)(CC1OC(=O)C(C(C5=CC=CC=C5)NC(=O)C6=CC=CC=C6)O)O)OC(=O)C7=CC=CC=C7)(CO4)OC(=O)C)O)C)OC(=O)C. Cell line: HCC-2998. Synergy scores: CSS=43.5, Synergy_ZIP=0.195, Synergy_Bliss=-0.274, Synergy_Loewe=-15.3, Synergy_HSA=5.29. (5) Drug 1: CC(C1=C(C=CC(=C1Cl)F)Cl)OC2=C(N=CC(=C2)C3=CN(N=C3)C4CCNCC4)N. Drug 2: CCN(CC)CCCC(C)NC1=C2C=C(C=CC2=NC3=C1C=CC(=C3)Cl)OC. Cell line: PC-3. Synergy scores: CSS=31.5, Synergy_ZIP=2.49, Synergy_Bliss=6.69, Synergy_Loewe=7.46, Synergy_HSA=7.92. (6) Drug 1: C1=CC(=CC=C1CCC2=CNC3=C2C(=O)NC(=N3)N)C(=O)NC(CCC(=O)O)C(=O)O. Drug 2: CC1=C(C(CCC1)(C)C)C=CC(=CC=CC(=CC(=O)O)C)C. Cell line: CCRF-CEM. Synergy scores: CSS=27.8, Synergy_ZIP=-1.15, Synergy_Bliss=-6.58, Synergy_Loewe=-9.90, Synergy_HSA=-5.22. (7) Drug 1: CC1=C(C=C(C=C1)NC2=NC=CC(=N2)N(C)C3=CC4=NN(C(=C4C=C3)C)C)S(=O)(=O)N.Cl. Drug 2: CC12CCC3C(C1CCC2=O)CC(=C)C4=CC(=O)C=CC34C. Cell line: HS 578T. Synergy scores: CSS=41.5, Synergy_ZIP=2.95, Synergy_Bliss=4.09, Synergy_Loewe=-15.8, Synergy_HSA=2.45. (8) Drug 1: C1=CC(=CC=C1C#N)C(C2=CC=C(C=C2)C#N)N3C=NC=N3. Drug 2: CC1C(C(=O)NC(C(=O)N2CCCC2C(=O)N(CC(=O)N(C(C(=O)O1)C(C)C)C)C)C(C)C)NC(=O)C3=C4C(=C(C=C3)C)OC5=C(C(=O)C(=C(C5=N4)C(=O)NC6C(OC(=O)C(N(C(=O)CN(C(=O)C7CCCN7C(=O)C(NC6=O)C(C)C)C)C)C(C)C)C)N)C. Cell line: SK-MEL-5. Synergy scores: CSS=9.11, Synergy_ZIP=-2.66, Synergy_Bliss=-0.383, Synergy_Loewe=-0.676, Synergy_HSA=3.09. (9) Drug 1: CC12CCC(CC1=CCC3C2CCC4(C3CC=C4C5=CN=CC=C5)C)O. Drug 2: C1=CC(=CC=C1CCC2=CNC3=C2C(=O)NC(=N3)N)C(=O)NC(CCC(=O)O)C(=O)O. Cell line: SK-OV-3. Synergy scores: CSS=31.9, Synergy_ZIP=-0.521, Synergy_Bliss=-2.66, Synergy_Loewe=-11.4, Synergy_HSA=-2.87. (10) Synergy scores: CSS=0.414, Synergy_ZIP=5.87, Synergy_Bliss=0.392, Synergy_Loewe=-5.59, Synergy_HSA=-0.238. Cell line: NCI-H322M. Drug 2: C1=CC=C(C(=C1)C(C2=CC=C(C=C2)Cl)C(Cl)Cl)Cl. Drug 1: CC1=C2C(C(=O)C3(C(CC4C(C3C(C(C2(C)C)(CC1OC(=O)C(C(C5=CC=CC=C5)NC(=O)C6=CC=CC=C6)O)O)OC(=O)C7=CC=CC=C7)(CO4)OC(=O)C)O)C)OC(=O)C.